From a dataset of Full USPTO retrosynthesis dataset with 1.9M reactions from patents (1976-2016). Predict the reactants needed to synthesize the given product. Given the product [CH:18]([C:2]1[CH:10]=[C:9]2[C:5]([CH2:6][CH2:7][N:8]2[C:11]([O:13][C:14]([CH3:17])([CH3:16])[CH3:15])=[O:12])=[CH:4][CH:3]=1)=[CH2:19], predict the reactants needed to synthesize it. The reactants are: Br[C:2]1[CH:10]=[C:9]2[C:5]([CH2:6][CH2:7][N:8]2[C:11]([O:13][C:14]([CH3:17])([CH3:16])[CH3:15])=[O:12])=[CH:4][CH:3]=1.[CH2:18]([Sn](CCCC)(CCCC)C=C)[CH2:19]CC.CC1C=CC=C(C)C=1CN1C2C(=CC=C(C(O)=O)C=2)C=C1.